This data is from Experimental lipophilicity measurements (octanol/water distribution) for 4,200 compounds from AstraZeneca. The task is: Regression/Classification. Given a drug SMILES string, predict its absorption, distribution, metabolism, or excretion properties. Task type varies by dataset: regression for continuous measurements (e.g., permeability, clearance, half-life) or binary classification for categorical outcomes (e.g., BBB penetration, CYP inhibition). For this dataset (lipophilicity_astrazeneca), we predict Y. The drug is Cc1ccsc1Cn1[nH]c(=O)c2[nH]c3cc(Cl)ccc3c(=O)c2c1=O. The Y is 1.15 logD.